From a dataset of Retrosynthesis with 50K atom-mapped reactions and 10 reaction types from USPTO. Predict the reactants needed to synthesize the given product. (1) Given the product COC(=O)c1ccc(Cl)c(OCCc2ccc(Cl)cc2)c1, predict the reactants needed to synthesize it. The reactants are: COC(=O)c1ccc(Cl)c(O)c1.OCCc1ccc(Cl)cc1. (2) Given the product CCN(Cc1ccc(CN2CCN(c3ncccc3C(=O)OC(C)C)CC2)cc1)Cc1ccccc1S(=O)(=O)N(C)C, predict the reactants needed to synthesize it. The reactants are: CCNCc1ccc(CN2CCN(c3ncccc3C(=O)OC(C)C)CC2)cc1.CN(C)S(=O)(=O)c1ccccc1C=O. (3) Given the product CC(=O)N1CCN(c2nc(N)ncc2Oc2ccc(Cl)cc2)CC1, predict the reactants needed to synthesize it. The reactants are: CC(=O)OC(C)=O.Nc1ncc(Oc2ccc(Cl)cc2)c(N2CCNCC2)n1. (4) Given the product CCOC(=O)C(=O)c1csc(NC(=O)Nc2ccc(C)cc2)n1, predict the reactants needed to synthesize it. The reactants are: CCOC(=O)C(=O)c1csc(N)n1.Cc1ccc(N=C=O)cc1. (5) The reactants are: CC(C)(C)OC(=O)N1CCNCC1.Clc1cncnc1Cl. Given the product CC(C)(C)OC(=O)N1CCN(c2ncncc2Cl)CC1, predict the reactants needed to synthesize it. (6) Given the product COc1ccc2cccc(N)c2n1, predict the reactants needed to synthesize it. The reactants are: CN(C)C=O.Nc1cccc2ccc(Cl)nc12.